Dataset: Forward reaction prediction with 1.9M reactions from USPTO patents (1976-2016). Task: Predict the product of the given reaction. (1) Given the reactants [N:1]1[C:9]([NH2:10])=[C:8]2[C:4]([N:5]=[CH:6][NH:7]2)=[N:3][CH:2]=1.[Br:11]Br, predict the reaction product. The product is: [Br:11][C:6]1[NH:5][C:4]2[C:8]([N:7]=1)=[C:9]([NH2:10])[N:1]=[CH:2][N:3]=2. (2) Given the reactants I[C:2]1[NH:11][C:5]2=[N:6][CH:7]=[C:8]([CH3:10])[CH:9]=[C:4]2[C:3]=1[C:12]1[CH:13]=[N:14][CH:15]=[N:16][CH:17]=1.[CH3:18][N:19]([CH3:33])[CH2:20][CH2:21][CH2:22][O:23][C:24]1[CH:29]=[CH:28][C:27](B(O)O)=[CH:26][CH:25]=1.C(=O)([O-])[O-].[K+].[K+].Cl, predict the reaction product. The product is: [CH3:10][C:8]1[CH:9]=[C:4]2[C:3]([C:12]3[CH:13]=[N:14][CH:15]=[N:16][CH:17]=3)=[C:2]([C:27]3[CH:28]=[CH:29][C:24]([O:23][CH2:22][CH2:21][CH2:20][N:19]([CH3:18])[CH3:33])=[CH:25][CH:26]=3)[NH:11][C:5]2=[N:6][CH:7]=1. (3) Given the reactants Br[C:2]1[N:3]=[CH:4][C:5]([O:8][C@H:9]([CH:11]2[CH2:16][CH2:15][N:14]([C:17]([O:19][C:20]([CH3:23])([CH3:22])[CH3:21])=[O:18])[CH2:13][CH2:12]2)[CH3:10])=[N:6][CH:7]=1.C([Sn](CCCC)(CCCC)[C:29]1[CH:34]=[CH:33][N:32]=[N:31][CH:30]=1)CCC, predict the reaction product. The product is: [N:31]1[CH:30]=[CH:29][C:34]([C:2]2[N:3]=[CH:4][C:5]([O:8][C@H:9]([CH:11]3[CH2:16][CH2:15][N:14]([C:17]([O:19][C:20]([CH3:23])([CH3:22])[CH3:21])=[O:18])[CH2:13][CH2:12]3)[CH3:10])=[N:6][CH:7]=2)=[CH:33][N:32]=1.